This data is from Reaction yield outcomes from USPTO patents with 853,638 reactions. The task is: Predict the reaction yield, written as a fraction of the theoretical maximum amount of product (1.0 means a 100% yield; for example, 0.34 means a 34% yield). (1) The reactants are O[CH2:2][CH:3]([C:7]1[S:8][C:9]([C:12]2[C:13]3[CH:20]=[CH:19][N:18](COCC[Si](C)(C)C)[C:14]=3[N:15]=[CH:16][N:17]=2)=[CH:10][N:11]=1)[CH2:4][C:5]#[N:6].CS(Cl)(=O)=O.[C-:34]#[N:35].[Na+]. The catalyst is C(Cl)Cl.O. The product is [N:15]1[C:14]2[NH:18][CH:19]=[CH:20][C:13]=2[C:12]([C:9]2[S:8][C:7]([CH:3]([CH2:2][C:34]#[N:35])[CH2:4][C:5]#[N:6])=[N:11][CH:10]=2)=[N:17][CH:16]=1. The yield is 0.0700. (2) The reactants are C(OC(=O)[NH:10][C@H:11]([CH3:30])[CH2:12][N:13]1[C:21]2[C:16](=[CH:17][CH:18]=[CH:19][CH:20]=2)[C:15]2[CH:22]=[C:23]([C:27]([NH2:29])=[O:28])[C:24]([NH2:26])=[N:25][C:14]1=2)C1C=CC=CC=1. The catalyst is C(O)C.[Pd]. The product is [NH2:26][C:24]1[C:23]([C:27]([NH2:29])=[O:28])=[CH:22][C:15]2[C:16]3[C:21](=[CH:20][CH:19]=[CH:18][CH:17]=3)[N:13]([CH2:12][C@H:11]([NH2:10])[CH3:30])[C:14]=2[N:25]=1. The yield is 0.860. (3) The reactants are Cl[C:2]1[C:7]([CH:8]2[CH2:10][CH2:9]2)=[C:6]([Cl:11])[N:5]=[CH:4][N:3]=1.[CH:12]([O:15][C:16]([N:18]1[CH2:23][CH2:22][CH:21]([OH:24])[CH2:20][CH2:19]1)=[O:17])([CH3:14])[CH3:13].CC(C)([O-])C.[K+]. The catalyst is C1COCC1. The product is [CH:12]([O:15][C:16]([N:18]1[CH2:19][CH2:20][CH:21]([O:24][C:2]2[C:7]([CH:8]3[CH2:10][CH2:9]3)=[C:6]([Cl:11])[N:5]=[CH:4][N:3]=2)[CH2:22][CH2:23]1)=[O:17])([CH3:14])[CH3:13]. The yield is 0.737.